Dataset: Peptide-MHC class II binding affinity with 134,281 pairs from IEDB. Task: Regression. Given a peptide amino acid sequence and an MHC pseudo amino acid sequence, predict their binding affinity value. This is MHC class II binding data. (1) The MHC is DRB1_0901 with pseudo-sequence DRB1_0901. The peptide sequence is AMCRTPFSLAEGIVL. The binding affinity (normalized) is 0.851. (2) The binding affinity (normalized) is 0.353. The MHC is DRB1_0405 with pseudo-sequence DRB1_0405. The peptide sequence is KGVERLAVMGDVAWD. (3) The peptide sequence is NFLGPIAVGGLLMML. The MHC is DRB1_0901 with pseudo-sequence DRB1_0901. The binding affinity (normalized) is 0.620. (4) The peptide sequence is VRKTIPDVIELAYQK. The MHC is DRB1_0401 with pseudo-sequence DRB1_0401. The binding affinity (normalized) is 0.572. (5) The peptide sequence is THFPFDEQNCSMK. The MHC is DRB1_0405 with pseudo-sequence DRB1_0405. The binding affinity (normalized) is 0. (6) The peptide sequence is VKIEYSGTNNKTMAV. The MHC is DRB1_1501 with pseudo-sequence DRB1_1501. The binding affinity (normalized) is 0.397. (7) The peptide sequence is EPLQGPFNFRFLTEKGMKNV. The MHC is HLA-DQA10102-DQB10602 with pseudo-sequence HLA-DQA10102-DQB10602. The binding affinity (normalized) is 0.389.